This data is from Catalyst prediction with 721,799 reactions and 888 catalyst types from USPTO. The task is: Predict which catalyst facilitates the given reaction. Reactant: [S:1]1[CH:5]=[CH:4][C:3]2[CH:6]=[C:7]3[C:18]([C:2]1=2)=[CH:17][C:10]1=[CH:11][C:12]2[CH:16]=[CH:15][S:14][C:13]=2[C:9]1=[CH:8]3.[CH2:19]([CH:25]([CH2:28][CH2:29][CH2:30][CH2:31][CH2:32][CH2:33][CH2:34][CH3:35])[CH:26]=O)[CH2:20][CH2:21][CH2:22][CH2:23][CH3:24].[CH3:36][C:37]([CH3:40])([O-])[CH3:38].[K+].[C:42](O)(=O)[CH3:43]. Product: [CH2:19]([CH:25]([CH2:28][CH2:29][CH2:30][CH2:31][CH2:32][CH2:33][CH2:34][CH3:35])[CH:26]=[C:11]1[C:12]2[CH:16]=[CH:15][S:14][C:13]=2[C:9]2[C:10]1=[CH:17][C:18]1[C:2]3[S:1][CH:5]=[CH:4][C:3]=3[C:6](=[CH:36][CH:37]([CH2:40][CH2:10][CH2:9][CH2:13][CH2:42][CH3:43])[CH2:38][CH2:17][CH2:18][CH2:2][CH2:3][CH2:6][CH2:7][CH3:8])[C:7]=1[CH:8]=2)[CH2:20][CH2:21][CH2:22][CH2:23][CH3:24]. The catalyst class is: 83.